This data is from Reaction yield outcomes from USPTO patents with 853,638 reactions. The task is: Predict the reaction yield, written as a fraction of the theoretical maximum amount of product (1.0 means a 100% yield; for example, 0.34 means a 34% yield). (1) The reactants are O.[C:2]([OH:6])(=[O:5])[CH:3]=[O:4].[C:7](=[O:17])([O:9][CH2:10][C:11]1[CH:16]=[CH:15][CH:14]=[CH:13][CH:12]=1)[NH2:8]. The catalyst is CCOCC. The product is [CH2:10]([O:9][C:7]([NH:8][CH:3]([OH:4])[C:2]([OH:6])=[O:5])=[O:17])[C:11]1[CH:16]=[CH:15][CH:14]=[CH:13][CH:12]=1. The yield is 0.470. (2) The reactants are [NH2:1][C:2]1[N:3]([CH3:26])[C:4](=[O:25])[C:5]([C:17]2[CH:18]=[C:19]([CH:22]=[CH:23][CH:24]=2)[CH:20]=O)([C:7]2[CH:12]=[CH:11][C:10]([O:13][CH:14]([F:16])[F:15])=[CH:9][CH:8]=2)[N:6]=1.[CH2:27]([NH2:29])[CH3:28].[BH4-].[Na+].[OH-].[Na+]. The catalyst is C1COCC1.CO. The product is [NH2:1][C:2]1[N:3]([CH3:26])[C:4](=[O:25])[C:5]([C:7]2[CH:8]=[CH:9][C:10]([O:13][CH:14]([F:15])[F:16])=[CH:11][CH:12]=2)([C:17]2[CH:24]=[CH:23][CH:22]=[C:19]([CH2:20][NH:29][CH2:27][CH3:28])[CH:18]=2)[N:6]=1. The yield is 0.830. (3) The reactants are Br[C:2]1[CH:3]=[C:4]([C:8](=[O:24])[C:9]([C:11]2[CH:16]=[CH:15][C:14]([O:17][CH:18]([F:20])[F:19])=[C:13]([CH:21]3[CH2:23][CH2:22]3)[CH:12]=2)=[O:10])[CH:5]=[CH:6][CH:7]=1.[CH3:25][O:26][CH2:27][CH2:28][C:29]#[CH:30].[Al]. The catalyst is C(N(CC)CC)C.C(OCC)C.[Cu](I)I.[Pd].C1(P(C2C=CC=CC=2)C2C=CC=CC=2)C=CC=CC=1.C1(P(C2C=CC=CC=2)C2C=CC=CC=2)C=CC=CC=1.C1(P(C2C=CC=CC=2)C2C=CC=CC=2)C=CC=CC=1.C1(P(C2C=CC=CC=2)C2C=CC=CC=2)C=CC=CC=1. The product is [CH:21]1([C:13]2[CH:12]=[C:11]([C:9](=[O:10])[C:8]([C:4]3[CH:5]=[CH:6][CH:7]=[C:2]([C:30]#[C:29][CH2:28][CH2:27][O:26][CH3:25])[CH:3]=3)=[O:24])[CH:16]=[CH:15][C:14]=2[O:17][CH:18]([F:20])[F:19])[CH2:23][CH2:22]1. The yield is 0.910.